From a dataset of Catalyst prediction with 721,799 reactions and 888 catalyst types from USPTO. Predict which catalyst facilitates the given reaction. (1) Reactant: [CH2:1]([O:3][C:4]([C:6]1[C:15](=[O:16])[C:14]2[C:9](=[CH:10][CH:11]=[C:12]([I:17])[CH:13]=2)[NH:8][CH:7]=1)=[O:5])[CH3:2].C([O-])([O-])=O.[K+].[K+].[CH2:24](Br)[CH:25]=[CH2:26]. Product: [CH2:1]([O:3][C:4]([C:6]1[C:15](=[O:16])[C:14]2[C:9](=[CH:10][CH:11]=[C:12]([I:17])[CH:13]=2)[N:8]([CH2:26][CH:25]=[CH2:24])[CH:7]=1)=[O:5])[CH3:2]. The catalyst class is: 18. (2) Reactant: Br[C:2]1[CH:3]=[CH:4][C:5]([C:8]2[NH:9][C:10]([CH:13]([C:21]3[CH:26]=[CH:25][C:24]([S:27]([CH:30]4[CH2:32][CH2:31]4)(=[O:29])=[O:28])=[CH:23][CH:22]=3)[CH2:14][CH:15]3[CH2:20][CH2:19][O:18][CH2:17][CH2:16]3)=[CH:11][CH:12]=2)=[N:6][CH:7]=1.[CH2:33]([Sn](CCCC)(CCCC)C=C)[CH2:34]CC. Product: [CH:30]1([S:27]([C:24]2[CH:25]=[CH:26][C:21]([CH:13]([C:10]3[NH:9][C:8]([C:5]4[CH:4]=[CH:3][C:2]([CH:33]=[CH2:34])=[CH:7][N:6]=4)=[CH:12][CH:11]=3)[CH2:14][CH:15]3[CH2:20][CH2:19][O:18][CH2:17][CH2:16]3)=[CH:22][CH:23]=2)(=[O:29])=[O:28])[CH2:32][CH2:31]1. The catalyst class is: 109. (3) Reactant: C([O:3][C:4](=[O:25])[C:5]1[CH:10]=[CH:9][C:8]([O:11][C:12]2[CH:17]=[CH:16][CH:15]=[CH:14][C:13]=2[C:18]([O:20]C)=[O:19])=[C:7]([N+:22]([O-:24])=[O:23])[CH:6]=1)C.[Li+].[OH-]. Product: [C:18]([C:13]1[CH:14]=[CH:15][CH:16]=[CH:17][C:12]=1[O:11][C:8]1[CH:9]=[CH:10][C:5]([C:4]([OH:25])=[O:3])=[CH:6][C:7]=1[N+:22]([O-:24])=[O:23])([OH:20])=[O:19]. The catalyst class is: 1. (4) Reactant: [OH:1][B:2]1[C:6]2[CH:7]=[CH:8][C:9]([O:11][C:12]3[CH:19]=[C:18]([O:20][CH2:21][CH2:22][O:23]C4CCCCO4)[C:15]([C:16]#[N:17])=[CH:14][N:13]=3)=[CH:10][C:5]=2[CH2:4][O:3]1.Cl.CCOCC. Product: [OH:1][B:2]1[C:6]2[CH:7]=[CH:8][C:9]([O:11][C:12]3[CH:19]=[C:18]([O:20][CH2:21][CH2:22][OH:23])[C:15]([C:16]#[N:17])=[CH:14][N:13]=3)=[CH:10][C:5]=2[CH2:4][O:3]1. The catalyst class is: 5. (5) Reactant: CS(C)=O.C(Cl)(=O)C(Cl)=O.[C:11]1([CH:17]([OH:26])[CH:18]([C:20]2[CH:25]=[CH:24][CH:23]=[CH:22][N:21]=2)[CH3:19])[CH:16]=[CH:15][CH:14]=[CH:13][CH:12]=1.C(N(CC)CC)C. Product: [C:11]1([C:17](=[O:26])[CH:18]([C:20]2[CH:25]=[CH:24][CH:23]=[CH:22][N:21]=2)[CH3:19])[CH:12]=[CH:13][CH:14]=[CH:15][CH:16]=1. The catalyst class is: 4. (6) Reactant: [CH3:1][O:2][C:3](=[O:20])[CH2:4][CH2:5][CH2:6][CH2:7][C:8]1[O:9][CH:10]=[C:11]([C:13]2[CH:18]=[CH:17][CH:16]=[CH:15][C:14]=2[NH2:19])[N:12]=1.C(N(CC)CC)C.[C:28](Cl)(=[O:30])[CH3:29]. Product: [CH3:1][O:2][C:3](=[O:20])[CH2:4][CH2:5][CH2:6][CH2:7][C:8]1[O:9][CH:10]=[C:11]([C:13]2[CH:18]=[CH:17][CH:16]=[CH:15][C:14]=2[NH:19][C:28](=[O:30])[CH3:29])[N:12]=1. The catalyst class is: 1. (7) Reactant: [F-].[K+].[NH2:3][C@H:4]([C:6]1[N:15]([C:16]2[CH:17]=[N:18][CH:19]=[CH:20][CH:21]=2)[C:14](=[O:22])[C:13]2[C:8](=[CH:9][CH:10]=[CH:11][C:12]=2[Cl:23])[N:7]=1)[CH3:5].[NH2:24][C:25]1[N:30]=[C:29]([NH2:31])[C:28]([C:32]#[N:33])=[C:27](Cl)[N:26]=1.C(N(C(C)C)CC)(C)C. Product: [NH2:24][C:25]1[N:30]=[C:29]([NH2:31])[C:28]([C:32]#[N:33])=[C:27]([NH:3][C@H:4]([C:6]2[N:15]([C:16]3[CH:17]=[N:18][CH:19]=[CH:20][CH:21]=3)[C:14](=[O:22])[C:13]3[C:8](=[CH:9][CH:10]=[CH:11][C:12]=3[Cl:23])[N:7]=2)[CH3:5])[N:26]=1. The catalyst class is: 16.